Dataset: hERG potassium channel inhibition data for cardiac toxicity prediction from Karim et al.. Task: Regression/Classification. Given a drug SMILES string, predict its toxicity properties. Task type varies by dataset: regression for continuous values (e.g., LD50, hERG inhibition percentage) or binary classification for toxic/non-toxic outcomes (e.g., AMES mutagenicity, cardiotoxicity, hepatotoxicity). Dataset: herg_karim. The molecule is O=C(c1cc(-c2ccccc2)on1)N1CCC(Oc2ccc(CN3CCCC3)cc2)CC1. The result is 1 (blocker).